Dataset: Catalyst prediction with 721,799 reactions and 888 catalyst types from USPTO. Task: Predict which catalyst facilitates the given reaction. (1) Reactant: C([O:3][C:4](=O)[C:5]([NH:29]C(=O)C)([CH:11]1[CH2:20][CH2:19][C:18]2[C:13](=[CH:14][CH:15]=[C:16]([CH2:21][CH2:22][CH2:23][CH2:24][CH2:25][CH2:26][CH2:27][CH3:28])[CH:17]=2)[CH2:12]1)[C:6](OCC)=[O:7])C. Product: [NH2:29][C:5]([CH:11]1[CH2:20][CH2:19][C:18]2[C:13](=[CH:14][CH:15]=[C:16]([CH2:21][CH2:22][CH2:23][CH2:24][CH2:25][CH2:26][CH2:27][CH3:28])[CH:17]=2)[CH2:12]1)([CH2:6][OH:7])[CH2:4][OH:3]. The catalyst class is: 8. (2) Reactant: [OH:1][CH:2]([C:12]1[CH:13]=[C:14]([C:18]#[C:19][CH2:20][CH2:21][C:22]([NH:24][CH3:25])=[O:23])[CH:15]=[CH:16][CH:17]=1)[CH2:3][CH2:4][NH:5][C:6](=[O:11])[C:7]([F:10])([F:9])[F:8]. Product: [OH:1][CH:2]([C:12]1[CH:13]=[C:14]([CH2:18][CH2:19][CH2:20][CH2:21][C:22]([NH:24][CH3:25])=[O:23])[CH:15]=[CH:16][CH:17]=1)[CH2:3][CH2:4][NH:5][C:6](=[O:11])[C:7]([F:10])([F:9])[F:8]. The catalyst class is: 14. (3) Reactant: [CH3:1][N:2]1[C:10](=[O:11])[C:9]2[C:4](=[CH:5][CH:6]=[CH:7][C:8]=2[N+:12]([O-])=O)[C:3]1=[O:15].[H][H]. Product: [NH2:12][C:8]1[CH:7]=[CH:6][CH:5]=[C:4]2[C:9]=1[C:10](=[O:11])[N:2]([CH3:1])[C:3]2=[O:15]. The catalyst class is: 331. (4) Reactant: [OH-].[Na+].[Cl:3][C:4]1[CH:29]=[CH:28][C:27]([Cl:30])=[CH:26][C:5]=1[O:6][C:7]1[C:12]([C:13]([O:15]CC)=[O:14])=[CH:11][N:10]=[C:9]([C:18]2[CH:23]=[CH:22][C:21]([CH3:24])=[C:20]([F:25])[CH:19]=2)[N:8]=1. Product: [Cl:3][C:4]1[CH:29]=[CH:28][C:27]([Cl:30])=[CH:26][C:5]=1[O:6][C:7]1[C:12]([C:13]([OH:15])=[O:14])=[CH:11][N:10]=[C:9]([C:18]2[CH:23]=[CH:22][C:21]([CH3:24])=[C:20]([F:25])[CH:19]=2)[N:8]=1. The catalyst class is: 8. (5) Reactant: Cl.[F:2][C:3]1[CH:4]=[C:5]([C:11]2[CH2:12][CH2:13][NH:14][CH2:15][CH:16]=2)[CH:6]=[CH:7][C:8]=1[O:9][CH3:10].C(N(CC)CC)C.[C:24](O[C:24]([O:26][C:27]([CH3:30])([CH3:29])[CH3:28])=[O:25])([O:26][C:27]([CH3:30])([CH3:29])[CH3:28])=[O:25]. Product: [F:2][C:3]1[CH:4]=[C:5]([C:11]2[CH2:12][CH2:13][N:14]([C:24]([O:26][C:27]([CH3:30])([CH3:29])[CH3:28])=[O:25])[CH2:15][CH:16]=2)[CH:6]=[CH:7][C:8]=1[O:9][CH3:10]. The catalyst class is: 34. (6) Reactant: [NH2:1][CH2:2][C:3]([CH3:6])([OH:5])[CH3:4].[OH-].[Na+].[C:9](O[C:9]([O:11][C:12]([CH3:15])([CH3:14])[CH3:13])=[O:10])([O:11][C:12]([CH3:15])([CH3:14])[CH3:13])=[O:10]. Product: [OH:5][C:3]([CH3:6])([CH3:4])[CH2:2][NH:1][C:9](=[O:10])[O:11][C:12]([CH3:15])([CH3:14])[CH3:13]. The catalyst class is: 1. (7) Reactant: [CH3:1][N:2]1[CH2:7][CH2:6][N:5]([CH2:8][CH2:9][O:10][C:11]2[CH:16]=[CH:15][N:14]3[C:17]([C:20]([O-:22])=O)=[CH:18][N:19]=[C:13]3[CH:12]=2)[CH2:4][CH2:3]1.[Li+].CN1C(=O)CCC1.ClC1C=C(Cl)C=C(Cl)C=1C(Cl)=O.[NH2:43][C:44]1[CH:52]=[CH:51][CH:50]=[C:49]2[C:45]=1[CH:46]=[N:47][N:48]2[CH2:53][C:54]1[CH:55]=[C:56]([CH:61]=[CH:62][CH:63]=1)[C:57]([O:59][CH3:60])=[O:58]. Product: [CH3:1][N:2]1[CH2:3][CH2:4][N:5]([CH2:8][CH2:9][O:10][C:11]2[CH:16]=[CH:15][N:14]3[C:17]([C:20]([NH:43][C:44]4[CH:52]=[CH:51][CH:50]=[C:49]5[C:45]=4[CH:46]=[N:47][N:48]5[CH2:53][C:54]4[CH:55]=[C:56]([CH:61]=[CH:62][CH:63]=4)[C:57]([O:59][CH3:60])=[O:58])=[O:22])=[CH:18][N:19]=[C:13]3[CH:12]=2)[CH2:6][CH2:7]1. The catalyst class is: 5.